Dataset: Peptide-MHC class I binding affinity with 185,985 pairs from IEDB/IMGT. Task: Regression. Given a peptide amino acid sequence and an MHC pseudo amino acid sequence, predict their binding affinity value. This is MHC class I binding data. (1) The peptide sequence is ATAYDINQML. The MHC is Mamu-A01 with pseudo-sequence Mamu-A01. The binding affinity (normalized) is 0.442. (2) The peptide sequence is TSFFYRYGFV. The MHC is HLA-A02:03 with pseudo-sequence HLA-A02:03. The binding affinity (normalized) is 0.435. (3) The peptide sequence is TIAGGVCYYL. The MHC is HLA-A02:02 with pseudo-sequence HLA-A02:02. The binding affinity (normalized) is 1.00. (4) The peptide sequence is ELALTDVEKR. The MHC is HLA-A11:01 with pseudo-sequence HLA-A11:01. The binding affinity (normalized) is 0. (5) The peptide sequence is IAIFNNRNL. The MHC is HLA-A02:03 with pseudo-sequence HLA-A02:03. The binding affinity (normalized) is 0.144.